Dataset: Catalyst prediction with 721,799 reactions and 888 catalyst types from USPTO. Task: Predict which catalyst facilitates the given reaction. (1) Reactant: Br[C:2]1[CH:7]=[CH:6][CH:5]=[C:4]([N+:8]([O-:10])=[O:9])[C:3]=1OC.[CH:13]([C:15]1[CH:16]=[C:17](B(O)O)[CH:18]=[CH:19][CH:20]=1)=[O:14].[C:24](=O)([O-])[O-:25].[Na+].[Na+]. Product: [CH3:24][O:25][C:20]1[CH:19]=[C:18]([C:7]2[CH:2]=[CH:3][C:4]([N+:8]([O-:10])=[O:9])=[CH:5][CH:6]=2)[CH:17]=[CH:16][C:15]=1[CH:13]=[O:14]. The catalyst class is: 77. (2) Reactant: BrC(Br)(Br)Br.CCN([CH:12]([CH3:14])C)C(C)C.[CH3:15][N:16]([CH3:39])[C:17]([C:19]1[N:23]([C:24]2[CH:29]=[CH:28][C:27]([O:30][CH3:31])=[CH:26][CH:25]=2)[C:22]([C:32]([O:34][CH2:35][CH3:36])=[O:33])=[C:21]([OH:37])[C:20]=1[OH:38])=[O:18].[P:40]([O-:47])([O:44][CH2:45][CH3:46])[O:41][CH2:42][CH3:43]. Product: [CH2:42]([O:41][P:40]([O:37][C:21]1[C:20]([O:38][P:40]([O:47][CH2:12][CH3:14])([O:41][CH2:42][CH3:43])=[O:44])=[C:19]([C:17](=[O:18])[N:16]([CH3:15])[CH3:39])[N:23]([C:24]2[CH:25]=[CH:26][C:27]([O:30][CH3:31])=[CH:28][CH:29]=2)[C:22]=1[C:32]([O:34][CH2:35][CH3:36])=[O:33])([O:44][CH2:45][CH3:46])=[O:47])[CH3:43]. The catalyst class is: 649. (3) Reactant: [C:1]1([CH:7]([C:35]2[CH:40]=[CH:39][CH:38]=[CH:37][CH:36]=2)[CH2:8][NH:9][C:10]2[N:18]=[C:17]([C:19]([O:21]C)=[O:20])[N:16]=[C:15]3[C:11]=2[N:12]=[CH:13][N:14]3[C@H:23]2[C@H:27]([OH:28])[C@H:26]([OH:29])[C@@H:25]([C:30]([NH:32][CH2:33][CH3:34])=[O:31])[O:24]2)[CH:6]=[CH:5][CH:4]=[CH:3][CH:2]=1.[OH-].[Na+].Cl. Product: [C:35]1([CH:7]([C:1]2[CH:2]=[CH:3][CH:4]=[CH:5][CH:6]=2)[CH2:8][NH:9][C:10]2[N:18]=[C:17]([C:19]([OH:21])=[O:20])[N:16]=[C:15]3[C:11]=2[N:12]=[CH:13][N:14]3[C@H:23]2[C@H:27]([OH:28])[C@H:26]([OH:29])[C@@H:25]([C:30]([NH:32][CH2:33][CH3:34])=[O:31])[O:24]2)[CH:36]=[CH:37][CH:38]=[CH:39][CH:40]=1. The catalyst class is: 5. (4) Product: [F:1][C:2]1[CH:7]=[CH:6][C:5]([C:8]2[C:12]([C:13]3[CH:18]=[CH:17][N:16]=[C:15]([C:19]([OH:21])=[O:20])[CH:14]=3)=[CH:11][NH:10][N:9]=2)=[CH:4][CH:3]=1. The catalyst class is: 40. Reactant: [F:1][C:2]1[CH:7]=[CH:6][C:5]([C:8]2[C:12]([C:13]3[CH:18]=[CH:17][N:16]=[C:15]([C:19]([O-:21])=[O:20])[CH:14]=3)=[CH:11][NH:10][N:9]=2)=[CH:4][CH:3]=1.[OH-].[Na+]. (5) Reactant: C([O:3][C:4](=[O:40])[C:5]([CH3:39])([O:32][C:33]1[CH:38]=[CH:37][CH:36]=[CH:35][CH:34]=1)[CH2:6][C:7]1[CH:12]=[CH:11][C:10]([O:13][CH2:14][CH2:15][CH:16]2[CH2:20][N:19]([CH2:21][C:22]3[CH:27]=[CH:26][CH:25]=[C:24]([O:28][CH3:29])[CH:23]=3)[C:18](=[O:30])[N:17]2[CH3:31])=[CH:9][CH:8]=1)C.[OH-].[Na+]. Product: [CH3:29][O:28][C:24]1[CH:23]=[C:22]([CH:27]=[CH:26][CH:25]=1)[CH2:21][N:19]1[CH2:20][CH:16]([CH2:15][CH2:14][O:13][C:10]2[CH:9]=[CH:8][C:7]([CH2:6][C:5]([CH3:39])([O:32][C:33]3[CH:38]=[CH:37][CH:36]=[CH:35][CH:34]=3)[C:4]([OH:40])=[O:3])=[CH:12][CH:11]=2)[N:17]([CH3:31])[C:18]1=[O:30]. The catalyst class is: 8. (6) Reactant: [OH:1][CH2:2][CH2:3][N:4]([CH2:18][CH2:19][OH:20])[S:5]([C:8]1[S:12][C:11]([NH:13]C(=O)C)=[N:10][C:9]=1[CH3:17])(=[O:7])=[O:6]. Product: [OH:1][CH2:2][CH2:3][N:4]([CH2:18][CH2:19][OH:20])[S:5]([C:8]1[S:12][C:11]([NH2:13])=[N:10][C:9]=1[CH3:17])(=[O:6])=[O:7]. The catalyst class is: 33. (7) Reactant: [C:1](Cl)(=[O:3])[CH3:2].[Si:5]([O:12][CH2:13][CH2:14][C:15]1[CH:16]=[C:17]([CH2:20][CH2:21][OH:22])[S:18][CH:19]=1)([C:8]([CH3:11])([CH3:10])[CH3:9])([CH3:7])[CH3:6].C(N(CC)CC)C. Product: [C:1]([O:22][CH2:21][CH2:20][C:17]1[S:18][CH:19]=[C:15]([CH2:14][CH2:13][O:12][Si:5]([C:8]([CH3:9])([CH3:11])[CH3:10])([CH3:7])[CH3:6])[CH:16]=1)(=[O:3])[CH3:2]. The catalyst class is: 1. (8) Product: [CH2:37]([O:44][C:17](=[O:27])[NH:13][C:5]1[CH:4]=[N:3][C:2]([CH3:1])=[CH:10][CH:9]=1)[C:38]1[CH:43]=[CH:42][CH:41]=[CH:40][CH:39]=1. Reactant: [CH3:1][C:2]1[CH:10]=[CH:9][C:5](C(O)=O)=[CH:4][N:3]=1.CC[N:13]([CH:17](C)C)C(C)C.C1(P(N=[N+]=[N-])(C2C=CC=CC=2)=[O:27])C=CC=CC=1.[CH2:37]([OH:44])[C:38]1[CH:43]=[CH:42][CH:41]=[CH:40][CH:39]=1. The catalyst class is: 727. (9) Reactant: [C:1]1([C:7](=O)[CH2:8][C:9]2[CH:14]=[CH:13][CH:12]=[CH:11][CH:10]=2)[CH:6]=[CH:5][CH:4]=[CH:3][CH:2]=1.[OH:16][C:17]1[CH:24]=[CH:23][C:20]([CH:21]=O)=[CH:19][C:18]=1[O:25][CH3:26].[NH2:27][C:28]([NH2:30])=[O:29].Cl. Product: [OH:16][C:17]1[CH:24]=[CH:23][C:20]([CH:21]2[C:8]([C:9]3[CH:14]=[CH:13][CH:12]=[CH:11][CH:10]=3)=[C:7]([C:1]3[CH:6]=[CH:5][CH:4]=[CH:3][CH:2]=3)[NH:30][C:28](=[O:29])[NH:27]2)=[CH:19][C:18]=1[O:25][CH3:26]. The catalyst class is: 14. (10) Product: [CH3:24][O:25][C:26](=[O:38])[C:27]1[CH:32]=[C:31]([C:33]([F:36])([F:35])[F:34])[CH:30]=[C:29]([N:37]2[C:11]([CH3:12])=[CH:10][CH:9]=[C:8]2[C:6]2[CH:7]=[C:2]([Br:1])[CH:3]=[CH:4][C:5]=2[O:15][CH2:16][C:17]2[CH:22]=[CH:21][C:20]([F:23])=[CH:19][CH:18]=2)[CH:28]=1. The catalyst class is: 296. Reactant: [Br:1][C:2]1[CH:3]=[CH:4][C:5]([O:15][CH2:16][C:17]2[CH:22]=[CH:21][C:20]([F:23])=[CH:19][CH:18]=2)=[C:6]([C:8](=O)[CH2:9][CH2:10][C:11](=O)[CH3:12])[CH:7]=1.[CH3:24][O:25][C:26](=[O:38])[C:27]1[CH:32]=[C:31]([C:33]([F:36])([F:35])[F:34])[CH:30]=[C:29]([NH2:37])[CH:28]=1.CC1C=CC(S(O)(=O)=O)=CC=1.